Task: Predict the reactants needed to synthesize the given product.. Dataset: Full USPTO retrosynthesis dataset with 1.9M reactions from patents (1976-2016) (1) Given the product [CH3:11][N:7]1[C:6]2[CH:12]=[C:2]([B:16]3[O:17][C:18]([CH3:20])([CH3:19])[C:14]([CH3:30])([CH3:13])[O:15]3)[CH:3]=[CH:4][C:5]=2[O:9][C:8]1=[O:10], predict the reactants needed to synthesize it. The reactants are: Br[C:2]1[CH:3]=[CH:4][C:5]2[O:9][C:8](=[O:10])[N:7]([CH3:11])[C:6]=2[CH:12]=1.[CH3:13][C:14]1([CH3:30])[C:18]([CH3:20])([CH3:19])[O:17][B:16]([B:16]2[O:17][C:18]([CH3:20])([CH3:19])[C:14]([CH3:30])([CH3:13])[O:15]2)[O:15]1.C([O-])(=O)C.[K+].C(Cl)Cl. (2) Given the product [CH:11]([S:8]([C:5]1[CH:6]=[CH:7][C:2]([C:25]#[C:24][C:26]2[CH:27]=[C:28]([CH:30]=[CH:31][CH:32]=2)[NH2:29])=[CH:3][C:4]=1[N+:14]([O-:16])=[O:15])(=[O:10])=[O:9])([CH3:13])[CH3:12], predict the reactants needed to synthesize it. The reactants are: Br[C:2]1[CH:7]=[CH:6][C:5]([S:8]([CH:11]([CH3:13])[CH3:12])(=[O:10])=[O:9])=[C:4]([N+:14]([O-:16])=[O:15])[CH:3]=1.C(N(CC)CC)C.[C:24]([C:26]1[CH:27]=[C:28]([CH:30]=[CH:31][CH:32]=1)[NH2:29])#[CH:25]. (3) Given the product [CH3:54][C:35]([O:47][C:48]1[CH:49]=[CH:50][CH:51]=[CH:52][CH:53]=1)([CH2:36][C:37]1[CH:42]=[CH:41][C:40]([O:20][CH2:19][CH2:18][C:3]2[N:4]=[C:5]([C:7]3[CH:8]=[CH:9][C:10]([C:13]4[S:14][CH:15]=[CH:16][CH:17]=4)=[CH:11][CH:12]=3)[O:6][C:2]=2[CH3:1])=[C:39]([CH2:44][CH2:45][CH3:46])[CH:38]=1)[C:34]([OH:55])=[O:33], predict the reactants needed to synthesize it. The reactants are: [CH3:1][C:2]1[O:6][C:5]([C:7]2[CH:12]=[CH:11][C:10]([C:13]3[S:14][CH:15]=[CH:16][CH:17]=3)=[CH:9][CH:8]=2)=[N:4][C:3]=1[CH2:18][CH2:19][O:20]S(C1C=CC(C)=CC=1)(=O)=O.C([O:33][C:34](=[O:55])[C:35]([CH3:54])([O:47][C:48]1[CH:53]=[CH:52][CH:51]=[CH:50][CH:49]=1)[CH2:36][C:37]1[CH:42]=[CH:41][C:40](O)=[C:39]([CH2:44][CH2:45][CH3:46])[CH:38]=1)C. (4) Given the product [Cl:25][C:20]1[CH:19]=[C:18]([CH2:17][OH:16])[CH:23]=[C:22]([C:3]([F:6])([F:5])[F:4])[N:21]=1, predict the reactants needed to synthesize it. The reactants are: C[Si](C)(C)[C:3]([F:6])([F:5])[F:4].[Si]([O:16][CH2:17][C:18]1[CH:23]=[C:22](I)[N:21]=[C:20]([Cl:25])[CH:19]=1)(C(C)(C)C)(C)C. (5) Given the product [Cl:1][C:2]1[CH:15]=[CH:14][C:5]([C:6]2[NH:8][CH2:9][C:10](=[O:11])[NH:18][N:17]=2)=[CH:4][CH:3]=1, predict the reactants needed to synthesize it. The reactants are: [Cl:1][C:2]1[CH:15]=[CH:14][C:5]([C:6]([N:8](C)[CH2:9][C:10](O)=[O:11])=S)=[CH:4][CH:3]=1.O.[NH2:17][NH2:18]. (6) Given the product [CH2:1]([O:7][N:8]1[C:9]([CH3:17])([CH3:18])[CH2:10][C:11](=[O:16])[CH2:12][C:13]1([CH3:14])[CH3:15])[CH2:6][CH2:5][CH2:4][CH2:3][CH2:2][CH2:25][CH3:26], predict the reactants needed to synthesize it. The reactants are: [CH:1]1([O:7][N:8]2[C:13]([CH3:15])([CH3:14])[CH2:12][C:11](=[O:16])[CH2:10][C:9]2([CH3:18])[CH3:17])[CH2:6][CH2:5][CH2:4][CH2:3][CH2:2]1.C[Si](C)(C)Cl.I[CH2:25][CH2:26]CCCCCC.C([Cu])#N.[Li+].[Cl-].CC1(C)N([O])C(C)(C)CC(=O)C1. (7) Given the product [ClH:23].[ClH:23].[N:13]1([C:11]2[CH:12]=[C:3]([CH2:1][CH3:2])[CH:4]=[C:5]3[C:10]=2[N:9]=[CH:8][CH:7]=[CH:6]3)[CH2:19][CH2:18][CH2:17][NH:16][CH2:15][CH2:14]1, predict the reactants needed to synthesize it. The reactants are: [CH2:1]([C:3]1[CH:4]=[C:5]2[C:10](=[C:11]([N:13]3[CH2:19][CH2:18][CH2:17][N:16](C(O)=O)[CH2:15][CH2:14]3)[CH:12]=1)[N:9]=[CH:8][CH:7]=[CH:6]2)[CH3:2].[ClH:23].